This data is from Peptide-MHC class I binding affinity with 185,985 pairs from IEDB/IMGT. The task is: Regression. Given a peptide amino acid sequence and an MHC pseudo amino acid sequence, predict their binding affinity value. This is MHC class I binding data. (1) The peptide sequence is FSRENSYSGV. The MHC is HLA-B51:01 with pseudo-sequence HLA-B51:01. The binding affinity (normalized) is 0.0100. (2) The peptide sequence is MLLGELLTF. The MHC is HLA-B39:01 with pseudo-sequence HLA-B39:01. The binding affinity (normalized) is 0.0847.